Dataset: Forward reaction prediction with 1.9M reactions from USPTO patents (1976-2016). Task: Predict the product of the given reaction. (1) Given the reactants Br[C:2]1[CH:7]=[CH:6][C:5]([C:8]([F:11])([F:10])[F:9])=[CH:4][CH:3]=1.[F:12][C:13]([F:23])([F:22])[C:14]1[CH:21]=[CH:20][C:17]([CH:18]=[O:19])=[CH:16][CH:15]=1.[Li]CCCC, predict the reaction product. The product is: [F:9][C:8]([F:11])([F:10])[C:5]1[CH:6]=[CH:7][C:2]([CH:18]([C:17]2[CH:16]=[CH:15][C:14]([C:13]([F:12])([F:22])[F:23])=[CH:21][CH:20]=2)[OH:19])=[CH:3][CH:4]=1. (2) Given the reactants [CH2:1]([C:3]1[N:4]=[CH:5][N:6]([C:8]2[CH:16]=[C:15]3[C:11]([C:12]([CH3:27])([CH3:26])[C:13](=[O:25])[N:14]3COCC[Si](C)(C)C)=[CH:10][CH:9]=2)[CH:7]=1)[CH3:2].C(O)(C(F)(F)F)=O.C(N)CN, predict the reaction product. The product is: [CH2:1]([C:3]1[N:4]=[CH:5][N:6]([C:8]2[CH:16]=[C:15]3[C:11]([C:12]([CH3:26])([CH3:27])[C:13](=[O:25])[NH:14]3)=[CH:10][CH:9]=2)[CH:7]=1)[CH3:2]. (3) Given the reactants [F-].[Cs+].CC(C)([O-])C.[K+].[CH3:9][O:10][C:11](=[O:26])[CH2:12][C:13]1[C:14]([CH3:25])=[N:15][NH:16][C:17]=1[C:18]1[CH:23]=[CH:22][C:21]([Cl:24])=[CH:20][CH:19]=1.[N:27]1[CH:32]=[C:31](B(O)O)[CH:30]=[N:29][CH:28]=1.[Cl-].[NH4+], predict the reaction product. The product is: [CH3:9][O:10][C:11](=[O:26])[CH2:12][C:13]1[C:14]([CH3:25])=[N:15][N:16]([C:31]2[CH:32]=[N:27][CH:28]=[N:29][CH:30]=2)[C:17]=1[C:18]1[CH:23]=[CH:22][C:21]([Cl:24])=[CH:20][CH:19]=1. (4) Given the reactants [C:1]([O:5][C:6]([N:8]1[CH2:12][CH2:11][CH2:10][C@H:9]1[CH2:13][NH:14][C:15]1[CH:20]=[CH:19][C:18]([CH:21]=[CH:22][C:23](=[O:29])[N:24]([CH2:27][CH3:28])[CH2:25][CH3:26])=[CH:17][C:16]=1[O:30][C:31]1[CH:36]=[CH:35][C:34]([O:37][CH3:38])=[CH:33][CH:32]=1)=[O:7])([CH3:4])([CH3:3])[CH3:2], predict the reaction product. The product is: [C:1]([O:5][C:6]([N:8]1[CH2:12][CH2:11][CH2:10][C@H:9]1[CH2:13][NH:14][C:15]1[CH:20]=[CH:19][C:18]([CH2:21][CH2:22][C:23](=[O:29])[N:24]([CH2:25][CH3:26])[CH2:27][CH3:28])=[CH:17][C:16]=1[O:30][C:31]1[CH:32]=[CH:33][C:34]([O:37][CH3:38])=[CH:35][CH:36]=1)=[O:7])([CH3:2])([CH3:3])[CH3:4]. (5) Given the reactants [CH:1]1([O:6][C:7]([NH:9][CH:10]([C:43]([CH3:46])([CH3:45])[CH3:44])[C:11]([N:13]2[CH:17]([C:18](=[O:29])[NH:19][C:20]3([C:25]([O:27]C)=[O:26])[CH2:22][CH:21]3[CH:23]=[CH2:24])[CH2:16][CH:15]([O:30][C:31]([N:33]3[CH2:41][C:40]4[C:35](=[CH:36][CH:37]=[CH:38][C:39]=4[F:42])[CH2:34]3)=[O:32])[CH2:14]2)=[O:12])=[O:8])[CH2:5][CH2:4][CH2:3][CH2:2]1.[OH-].[Li+], predict the reaction product. The product is: [C:25]([C:20]1([NH:19][C:18]([CH:17]2[N:13]([C:11](=[O:12])[CH:10]([NH:9][C:7]([O:6][CH:1]3[CH2:5][CH2:4][CH2:3][CH2:2]3)=[O:8])[C:43]([CH3:46])([CH3:45])[CH3:44])[CH2:14][CH:15]([O:30][C:31]([N:33]3[CH2:41][C:40]4[C:35](=[CH:36][CH:37]=[CH:38][C:39]=4[F:42])[CH2:34]3)=[O:32])[CH2:16]2)=[O:29])[CH2:22][CH:21]1[CH:23]=[CH2:24])([OH:27])=[O:26]. (6) Given the reactants [OH:1][CH:2]1[CH2:7][CH2:6][CH:5]([C:8]([O:10][CH2:11][C:12]2[CH:17]=[CH:16][C:15]([O:18][CH3:19])=[CH:14][CH:13]=2)=[O:9])[CH2:4][CH2:3]1.[CH2:20]([O:27][C:28]([NH:30][C@H:31]([C:35](O)=[O:36])[CH:32]([CH3:34])[CH3:33])=[O:29])[C:21]1[CH:26]=[CH:25][CH:24]=[CH:23][CH:22]=1.C1(N=C=NC2CCCCC2)CCCCC1, predict the reaction product. The product is: [CH2:20]([O:27][C:28]([NH:30][C@H:31]([C:35]([O:1][CH:2]1[CH2:7][CH2:6][CH:5]([C:8]([O:10][CH2:11][C:12]2[CH:17]=[CH:16][C:15]([O:18][CH3:19])=[CH:14][CH:13]=2)=[O:9])[CH2:4][CH2:3]1)=[O:36])[CH:32]([CH3:34])[CH3:33])=[O:29])[C:21]1[CH:26]=[CH:25][CH:24]=[CH:23][CH:22]=1. (7) Given the reactants [F:1][C:2]1[CH:7]=[CH:6][CH:5]=[CH:4][C:3]=1[C:8]([C:10]1[CH:15]=[CH:14][C:13]([OH:16])=[CH:12][CH:11]=1)=[O:9].[I-:17].[K+].II, predict the reaction product. The product is: [F:1][C:2]1[CH:7]=[CH:6][CH:5]=[CH:4][C:3]=1[C:8]([C:10]1[CH:11]=[CH:12][C:13]([OH:16])=[C:14]([I:17])[CH:15]=1)=[O:9].